Dataset: Forward reaction prediction with 1.9M reactions from USPTO patents (1976-2016). Task: Predict the product of the given reaction. Given the reactants [C:1]([C:4]1[CH:9]=[CH:8][CH:7]=[CH:6][CH:5]=1)(=[O:3])[CH3:2], predict the reaction product. The product is: [C:4]1([C@H:1]([OH:3])[CH3:2])[CH:9]=[CH:8][CH:7]=[CH:6][CH:5]=1.